Dataset: Full USPTO retrosynthesis dataset with 1.9M reactions from patents (1976-2016). Task: Predict the reactants needed to synthesize the given product. Given the product [C:1]([C:4]1[CH:5]=[C:6]2[C:11](=[O:12])[N:15]([CH2:16][C:17]3[CH:18]=[CH:19][C:20]([C:21]([OH:23])=[O:22])=[CH:24][CH:25]=3)[C:8](=[O:10])[C:7]2=[CH:13][CH:14]=1)([OH:3])=[O:2], predict the reactants needed to synthesize it. The reactants are: [C:1]([C:4]1[CH:5]=[C:6]2[C:11](=[O:12])[O:10][C:8](=O)[C:7]2=[CH:13][CH:14]=1)([OH:3])=[O:2].[NH2:15][CH2:16][C:17]1[CH:25]=[CH:24][C:20]([C:21]([OH:23])=[O:22])=[CH:19][CH:18]=1.